This data is from Reaction yield outcomes from USPTO patents with 853,638 reactions. The task is: Predict the reaction yield, written as a fraction of the theoretical maximum amount of product (1.0 means a 100% yield; for example, 0.34 means a 34% yield). (1) The product is [CH2:1]([O:8][C:9]([CH2:11][C@H:12]1[CH2:13][CH2:14][C@H:15]([O:18][Si:24]([C:27]([CH3:30])([CH3:29])[CH3:28])([CH3:26])[CH3:25])[CH2:16][CH2:17]1)=[O:10])[C:2]1[CH:7]=[CH:6][CH:5]=[CH:4][CH:3]=1. The yield is 0.920. The catalyst is CN(C)C=O.O.CCCCCC. The reactants are [CH2:1]([O:8][C:9]([CH2:11][C@H:12]1[CH2:17][CH2:16][C@H:15]([OH:18])[CH2:14][CH2:13]1)=[O:10])[C:2]1[CH:7]=[CH:6][CH:5]=[CH:4][CH:3]=1.N1C=CN=C1.[Si:24](Cl)([C:27]([CH3:30])([CH3:29])[CH3:28])([CH3:26])[CH3:25].CCCCCC.C(OCC)(=O)C. (2) The catalyst is C(Cl)Cl. The product is [CH:5]1[CH:6]=[C:2]([CH2:13][C:12]2[NH:8][CH:9]=[CH:10][CH:11]=2)[NH:3][CH:4]=1. The reactants are S1[CH:5]=[CH:4][N:3]=[C:2]1[CH:6]=O.[NH:8]1[CH:12]=[CH:11][CH:10]=[CH:9]1.[C:13](O)(C(F)(F)F)=O. The yield is 0.620. (3) The reactants are [NH2:1][C:2]1[CH:11]=[CH:10][CH:9]=[C:4]([C:5]([O:7][CH3:8])=[O:6])[C:3]=1[OH:12].[CH3:13][O:14][C:15]1[CH:23]=[CH:22][C:18]([C:19](Cl)=O)=[CH:17][CH:16]=1. The catalyst is S(Cl)(Cl)=O. The product is [CH3:13][O:14][C:15]1[CH:23]=[CH:22][C:18]([C:19]2[O:12][C:3]3[C:4]([C:5]([O:7][CH3:8])=[O:6])=[CH:9][CH:10]=[CH:11][C:2]=3[N:1]=2)=[CH:17][CH:16]=1. The yield is 0.240. (4) The reactants are [CH3:1][O:2][C:3]1[CH:4]=[C:5]([CH:22]=[CH:23][CH:24]=1)[CH2:6][N:7]([CH3:21])[CH2:8][CH:9]([C:11]1[CH:20]=[CH:19][C:18]2[C:13](=[CH:14][CH:15]=[CH:16][CH:17]=2)[CH:12]=1)O.[OH-].[Na+]. The catalyst is ClCCl.CS(O)(=O)=O. The product is [CH3:1][O:2][C:3]1[CH:4]=[C:5]2[C:22]([CH:9]([C:11]3[CH:20]=[CH:19][C:18]4[C:13](=[CH:14][CH:15]=[CH:16][CH:17]=4)[CH:12]=3)[CH2:8][N:7]([CH3:21])[CH2:6]2)=[CH:23][CH:24]=1. The yield is 0.600.